From a dataset of Forward reaction prediction with 1.9M reactions from USPTO patents (1976-2016). Predict the product of the given reaction. (1) Given the reactants [OH:1][CH:2]1[CH2:7][CH2:6][N:5]([C:8]#[N:9])[CH2:4][CH2:3]1.C(N(C(C)C)CC)(C)C.[CH3:19][O:20][CH2:21]Cl.O, predict the reaction product. The product is: [CH3:19][O:20][CH2:21][O:1][CH:2]1[CH2:7][CH2:6][N:5]([C:8]#[N:9])[CH2:4][CH2:3]1. (2) Given the reactants [CH3:1][O:2][C:3]([C:5]1[CH:9]=[C:8](Br)[O:7][C:6]=1[CH3:11])=[O:4].[CH3:12][O:13][C:14]1[C:19]([N+:20]([O-:22])=[O:21])=[CH:18][CH:17]=[CH:16][C:15]=1B1OC(C)(C)C(C)(C)O1.C(=O)([O-])[O-].[Na+].[Na+], predict the reaction product. The product is: [CH3:1][O:2][C:3]([C:5]1[CH:9]=[C:8]([C:15]2[CH:16]=[CH:17][CH:18]=[C:19]([N+:20]([O-:22])=[O:21])[C:14]=2[O:13][CH3:12])[O:7][C:6]=1[CH3:11])=[O:4]. (3) Given the reactants [CH:1]1([N:5]2[C:9]([NH2:10])=[CH:8][C:7]([CH3:11])=[N:6]2)[CH2:4][CH2:3][CH2:2]1.[CH:12]1([C:15](=O)[CH2:16][C:17](=O)[C:18]([O:20][CH2:21][CH3:22])=[O:19])[CH2:14][CH2:13]1, predict the reaction product. The product is: [CH:1]1([N:5]2[C:9]3[N:10]=[C:15]([CH:12]4[CH2:13][CH2:14]4)[CH:16]=[C:17]([C:18]([O:20][CH2:21][CH3:22])=[O:19])[C:8]=3[C:7]([CH3:11])=[N:6]2)[CH2:2][CH2:3][CH2:4]1. (4) Given the reactants C(OC(=O)[NH:7][CH2:8][C:9]([N:11]1[CH2:16][C@H:15]2[CH2:17][C@@H:12]1[CH2:13][N:14]2[CH2:18][C:19]1[CH:24]=[CH:23][C:22]([O:25][C:26]2[S:27][C:28]3[CH:34]=[CH:33][CH:32]=[CH:31][C:29]=3[N:30]=2)=[CH:21][CH:20]=1)=[O:10])(C)(C)C.Cl, predict the reaction product. The product is: [NH2:7][CH2:8][C:9]([N:11]1[CH2:16][C@H:15]2[CH2:17][C@@H:12]1[CH2:13][N:14]2[CH2:18][C:19]1[CH:24]=[CH:23][C:22]([O:25][C:26]2[S:27][C:28]3[CH:34]=[CH:33][CH:32]=[CH:31][C:29]=3[N:30]=2)=[CH:21][CH:20]=1)=[O:10]. (5) Given the reactants [OH:1][C:2]1[C:11]2[C:6](=[CH:7][C:8]([O:14][CH2:15][C:16]3([C:19]([O:21][CH3:22])=[O:20])[CH2:18][CH2:17]3)=[C:9]([O:12][CH3:13])[CH:10]=2)[N:5]=[CH:4][CH:3]=1.C([O-])([O-])=O.[Cs+].[Cs+].F[C:30]1[CH:35]=[CH:34][C:33]([N+:36]([O-:38])=[O:37])=[CH:32][C:31]=1[F:39], predict the reaction product. The product is: [F:39][C:31]1[CH:32]=[C:33]([N+:36]([O-:38])=[O:37])[CH:34]=[CH:35][C:30]=1[O:1][C:2]1[C:11]2[C:6](=[CH:7][C:8]([O:14][CH2:15][C:16]3([C:19]([O:21][CH3:22])=[O:20])[CH2:18][CH2:17]3)=[C:9]([O:12][CH3:13])[CH:10]=2)[N:5]=[CH:4][CH:3]=1. (6) Given the reactants C[O:2][C:3](=[O:19])[CH:4]([O:17][CH3:18])[CH2:5][C:6]1[CH:11]=[CH:10][CH:9]=[C:8]([O:12][CH2:13][CH2:14][CH2:15]Br)[CH:7]=1.[C:20]1([C:27]2[CH:32]=[CH:31][CH:30]=[CH:29][CH:28]=2)[CH:25]=[CH:24][CH:23]=[C:22]([OH:26])[CH:21]=1.CO[C@@H](CC1C=CC(OCCCOC2C=CC=CC=2)=CC=1)C(O)=O, predict the reaction product. The product is: [C:20]1([C:27]2[CH:28]=[CH:29][CH:30]=[CH:31][CH:32]=2)[CH:25]=[CH:24][CH:23]=[C:22]([O:26][CH2:15][CH2:14][CH2:13][O:12][C:8]2[CH:7]=[C:6]([CH2:5][CH:4]([O:17][CH3:18])[C:3]([OH:2])=[O:19])[CH:11]=[CH:10][CH:9]=2)[CH:21]=1. (7) Given the reactants [O:1]1[CH2:6][CH2:5][C:4]([C:12]([O:14]CC)=[O:13])([C:7]([O:9]CC)=[O:8])[CH2:3][CH2:2]1.[OH-].[K+].O, predict the reaction product. The product is: [O:1]1[CH2:2][CH2:3][C:4]([C:7]([OH:9])=[O:8])([C:12]([OH:14])=[O:13])[CH2:5][CH2:6]1.